Predict the reaction yield, written as a fraction of the theoretical maximum amount of product (1.0 means a 100% yield; for example, 0.34 means a 34% yield). From a dataset of Reaction yield outcomes from USPTO patents with 853,638 reactions. (1) The reactants are Br[C:2]1[C:9]([O:10][CH3:11])=[C:8]([O:12][CH3:13])[C:7]([O:14][CH3:15])=[CH:6][C:3]=1[CH:4]=[O:5].[CH3:16][S:17]([O:20][C:21]1[C:26]([O:27][CH3:28])=[CH:25][CH:24]=[C:23](Br)[C:22]=1[CH:30]=[O:31])(=[O:19])=[O:18]. The catalyst is CN(C=O)C.C(OCC)(=O)C.[Cu]. The product is [CH3:16][S:17]([O:20][C:21]1[C:22]([CH:30]=[O:31])=[C:23]([C:2]2[C:3]([CH:4]=[O:5])=[CH:6][C:7]([O:14][CH3:15])=[C:8]([O:12][CH3:13])[C:9]=2[O:10][CH3:11])[CH:24]=[CH:25][C:26]=1[O:27][CH3:28])(=[O:19])=[O:18]. The yield is 0.440. (2) The reactants are [CH2:1]([C:40]([O:42][CH2:43][C:44]1[CH:49]=[CH:48][CH:47]=[CH:46][CH:45]=1)=[O:41])[CH2:2][CH2:3][CH2:4][CH2:5][CH2:6][CH2:7][CH2:8][CH2:9][CH2:10][C:11]([C:33]([O:35]C(C)(C)C)=[O:34])([C:23]([O:25][CH2:26][C:27]1[CH:32]=[CH:31][CH:30]=[CH:29][CH:28]=1)=[O:24])[CH2:12][CH2:13][CH2:14][CH2:15][CH2:16][CH2:17][CH2:18][CH2:19][CH2:20][CH2:21][CH3:22].C(O)(C(F)(F)F)=O. The catalyst is C(Cl)Cl. The product is [CH2:43]([O:42][C:40](=[O:41])[CH2:1][CH2:2][CH2:3][CH2:4][CH2:5][CH2:6][CH2:7][CH2:8][CH2:9][CH2:10][C:11]([C:23]([O:25][CH2:26][C:27]1[CH:28]=[CH:29][CH:30]=[CH:31][CH:32]=1)=[O:24])([CH2:12][CH2:13][CH2:14][CH2:15][CH2:16][CH2:17][CH2:18][CH2:19][CH2:20][CH2:21][CH3:22])[C:33]([OH:35])=[O:34])[C:44]1[CH:49]=[CH:48][CH:47]=[CH:46][CH:45]=1. The yield is 0.960. (3) The reactants are [O:1]=[C:2]1[CH2:13][CH2:12][CH:11]=[CH:10][CH2:9][C@@H:8]([CH2:14][C:15]([O:17]C(C)(C)C)=O)[C:7](=[O:22])[O:6][CH2:5][C@@H:4]([C:23]2[CH:28]=[CH:27][CH:26]=[CH:25][CH:24]=2)[NH:3]1.F[C:30](F)(F)[C:31]([OH:33])=O.O=[C:37]1[CH2:48][CH2:47][CH:46]=CC[C@@H](CC(O)=O)C(=O)OC[C@@H](C2C=CC=CC=2)[NH:38]1.ClC1N=CC(CN)=CC=1. The catalyst is C(Cl)Cl. The product is [O:1]=[C:2]1[CH2:13][CH2:12][CH:11]=[CH:10][CH2:9][C@@H:8]([CH2:14][C:15]([NH:38][CH2:37][CH:48]2[CH2:30][CH2:31][O:33][CH2:46][CH2:47]2)=[O:17])[C:7](=[O:22])[O:6][CH2:5][C@@H:4]([C:23]2[CH:24]=[CH:25][CH:26]=[CH:27][CH:28]=2)[NH:3]1. The yield is 0.520. (4) The reactants are [CH2:1]([NH:8][S:9]([C:12]1[C:17]([Cl:18])=[CH:16][CH:15]=[C:14]([NH2:19])[C:13]=1[OH:20])(=[O:11])=[O:10])[C:2]1[CH:7]=[CH:6][CH:5]=[CH:4][CH:3]=1.[Cl:21][C:22]1[C:27]([Cl:28])=[CH:26][CH:25]=[CH:24][C:23]=1[N:29]=[C:30]=[O:31]. The catalyst is CN(C)C=O.C(OCC)(=O)C. The product is [CH2:1]([NH:8][S:9]([C:12]1[C:13]([OH:20])=[C:14]([NH:19][C:30]([NH:29][C:23]2[CH:24]=[CH:25][CH:26]=[C:27]([Cl:28])[C:22]=2[Cl:21])=[O:31])[CH:15]=[CH:16][C:17]=1[Cl:18])(=[O:11])=[O:10])[C:2]1[CH:7]=[CH:6][CH:5]=[CH:4][CH:3]=1. The yield is 0.120. (5) The reactants are [O:1]=[C:2]1[CH2:6][CH2:5][N:4]([C:7]([O:9][C:10]([CH3:13])([CH3:12])[CH3:11])=[O:8])[CH2:3]1.CO[CH:16](OC)[N:17]([CH3:19])[CH3:18]. The catalyst is O1CCOCC1. The product is [C:10]([O:9][C:7]([N:4]1[CH2:3][C:2](=[O:1])[C:6](=[CH:16][N:17]([CH3:19])[CH3:18])[CH2:5]1)=[O:8])([CH3:13])([CH3:12])[CH3:11]. The yield is 0.460. (6) The reactants are [CH:1]([C:3]1[S:7][C:6]([C:8]2[CH:9]=[C:10]3[C:14](=[C:15]([C:17]([NH2:19])=[O:18])[CH:16]=2)[NH:13][CH:12]=[C:11]3[CH:20]2[CH2:25][CH2:24][N:23]([S:26]([CH2:29][CH2:30][CH2:31][N:32]3[CH2:36][CH2:35][CH2:34][CH2:33]3)(=[O:28])=[O:27])[CH2:22][CH2:21]2)=[CH:5][CH:4]=1)=O.[NH:37]1[CH2:41][CH2:40][CH2:39][CH2:38]1.[BH-](OC(C)=O)(OC(C)=O)OC(C)=O.[Na+]. The catalyst is C(Cl)Cl. The product is [N:37]1([CH2:1][C:3]2[S:7][C:6]([C:8]3[CH:9]=[C:10]4[C:14](=[C:15]([C:17]([NH2:19])=[O:18])[CH:16]=3)[NH:13][CH:12]=[C:11]4[CH:20]3[CH2:25][CH2:24][N:23]([S:26]([CH2:29][CH2:30][CH2:31][N:32]4[CH2:36][CH2:35][CH2:34][CH2:33]4)(=[O:28])=[O:27])[CH2:22][CH2:21]3)=[CH:5][CH:4]=2)[CH2:41][CH2:40][CH2:39][CH2:38]1. The yield is 0.920. (7) The reactants are [Cl:1][C:2]1[CH:6]=[N:5][N:4]([CH3:7])[C:3]=1[C:8]1[CH:9]=[C:10]([NH2:16])[CH:11]=[CH:12][C:13]=1[O:14][CH3:15].[F:17][C:18]1[CH:23]=[CH:22][CH:21]=[CH:20][C:19]=1[N:24]=[C:25]=[O:26]. No catalyst specified. The product is [Cl:1][C:2]1[CH:6]=[N:5][N:4]([CH3:7])[C:3]=1[C:8]1[CH:9]=[C:10]([NH:16][C:25]([NH:24][C:19]2[CH:20]=[CH:21][CH:22]=[CH:23][C:18]=2[F:17])=[O:26])[CH:11]=[CH:12][C:13]=1[O:14][CH3:15]. The yield is 0.260.